From a dataset of Catalyst prediction with 721,799 reactions and 888 catalyst types from USPTO. Predict which catalyst facilitates the given reaction. (1) Reactant: C(OC([N:11]1[CH2:15][C:14]([F:17])([F:16])[CH2:13][C@H:12]1[C:18]1[N:19]([CH3:37])[C:20](=[O:36])[C:21]([OH:35])=[C:22]([C:24]([NH:26][CH2:27][C:28]2[CH:33]=[CH:32][C:31]([F:34])=[CH:30][CH:29]=2)=[O:25])[N:23]=1)=O)C1C=CC=CC=1.[F:38][C:39]([F:44])([F:43])[C:40]([OH:42])=[O:41]. Product: [F:38][C:39]([F:44])([F:43])[C:40]([O-:42])=[O:41].[F:17][C:14]1([F:16])[CH2:15][NH2+:11][C@H:12]([C:18]2[N:19]([CH3:37])[C:20](=[O:36])[C:21]([OH:35])=[C:22]([C:24]([NH:26][CH2:27][C:28]3[CH:29]=[CH:30][C:31]([F:34])=[CH:32][CH:33]=3)=[O:25])[N:23]=2)[CH2:13]1. The catalyst class is: 19. (2) Reactant: [C:1]([OH:8])(=[O:7])/[CH:2]=[CH:3]\[C:4]([OH:6])=[O:5].[OH-].[Na+].C(O)(=O)C=C.S(OOS([O-])(=O)=O)([O-])(=O)=O.[Na+].[Na+]. Product: [C:4]([OH:6])(=[O:5])[CH:3]=[CH2:2].[C:1]([OH:8])(=[O:7])/[CH:2]=[CH:3]\[C:4]([OH:6])=[O:5]. The catalyst class is: 6. (3) Reactant: [CH2:1]([O:5][C:6]([N:8]1[CH2:13][CH2:12][N:11]([C:14](=[O:36])[CH2:15][NH:16][C:17]([C:19]2[CH:23]=[C:22]([O:24][C@@H:25]([C:27]([OH:29])=O)[CH3:26])[N:21]([C:30]3[CH:35]=[CH:34][CH:33]=[CH:32][CH:31]=3)[N:20]=2)=[O:18])[CH2:10][CH2:9]1)=[O:7])[CH2:2][CH2:3][CH3:4].CCN(C(C)C)C(C)C.CN(C(ON1N=NC2C=CC=NC1=2)=[N+](C)C)C.F[P-](F)(F)(F)(F)F.[CH:70]1([NH:74][C:75]([C@@H:77]2[CH2:81][CH2:80][CH2:79][NH:78]2)=[O:76])[CH2:73][CH2:72][CH2:71]1. Product: [CH2:1]([O:5][C:6]([N:8]1[CH2:9][CH2:10][N:11]([C:14](=[O:36])[CH2:15][NH:16][C:17]([C:19]2[CH:23]=[C:22]([O:24][C@H:25]([CH3:26])[C:27]([N:78]3[CH2:79][CH2:80][CH2:81][C@H:77]3[C:75](=[O:76])[NH:74][CH:70]3[CH2:71][CH2:72][CH2:73]3)=[O:29])[N:21]([C:30]3[CH:35]=[CH:34][CH:33]=[CH:32][CH:31]=3)[N:20]=2)=[O:18])[CH2:12][CH2:13]1)=[O:7])[CH2:2][CH2:3][CH3:4]. The catalyst class is: 174. (4) Reactant: [F:1][C:2]([F:24])([F:23])[C:3]1[CH:4]=[C:5]([C:13]2[N:17]=[CH:16][N:15](/[CH:18]=[CH:19]\[C:20]([OH:22])=O)[N:14]=2)[CH:6]=[C:7]([C:9]([F:12])([F:11])[F:10])[CH:8]=1.[CH3:25][C:26]1([CH3:37])[N:31]([CH2:32][C:33]([NH:35][NH2:36])=[O:34])[CH2:30][CH2:29][O:28][CH2:27]1.C1COCC1.CCN(C(C)C)C(C)C. Product: [F:1][C:2]([F:24])([F:23])[C:3]1[CH:4]=[C:5]([C:13]2[N:17]=[CH:16][N:15](/[CH:18]=[CH:19]\[C:20]([N:35]([C:33](=[O:34])[CH2:32][N:31]3[CH2:30][CH2:29][O:28][CH2:27][C:26]3([CH3:25])[CH3:37])[NH2:36])=[O:22])[N:14]=2)[CH:6]=[C:7]([C:9]([F:12])([F:11])[F:10])[CH:8]=1. The catalyst class is: 6.